This data is from Reaction yield outcomes from USPTO patents with 853,638 reactions. The task is: Predict the reaction yield, written as a fraction of the theoretical maximum amount of product (1.0 means a 100% yield; for example, 0.34 means a 34% yield). The reactants are BrCCBr.Cl[Si](C)(C)C.[CH3:10][C:11]([O:14][C:15]([NH:17][C@@H:18]([CH2:28]I)[CH2:19][CH2:20][C:21]([O:23][C:24]([CH3:27])([CH3:26])[CH3:25])=[O:22])=[O:16])([CH3:13])[CH3:12].C1(C)C=CC=CC=1P(C1C=CC=CC=1C)C1C=CC=CC=1C.I[C:53]1[CH:58]=[CH:57][C:56]([C:59]2[N:60]=[C:61]3[C:66]([CH3:67])=[CH:65][CH:64]=[CH:63][N:62]3[CH:68]=2)=[CH:55][CH:54]=1. The catalyst is CN(C=O)C.CCOC(C)=O.[Zn].C1C=CC(/C=C/C(/C=C/C2C=CC=CC=2)=O)=CC=1.C1C=CC(/C=C/C(/C=C/C2C=CC=CC=2)=O)=CC=1.C1C=CC(/C=C/C(/C=C/C2C=CC=CC=2)=O)=CC=1.[Pd].[Pd]. The product is [CH3:10][C:11]([O:14][C:15]([NH:17][C@@H:18]([CH2:28][C:53]1[CH:58]=[CH:57][C:56]([C:59]2[N:60]=[C:61]3[C:66]([CH3:67])=[CH:65][CH:64]=[CH:63][N:62]3[CH:68]=2)=[CH:55][CH:54]=1)[CH2:19][CH2:20][C:21]([O:23][C:24]([CH3:27])([CH3:26])[CH3:25])=[O:22])=[O:16])([CH3:13])[CH3:12]. The yield is 0.900.